From a dataset of Full USPTO retrosynthesis dataset with 1.9M reactions from patents (1976-2016). Predict the reactants needed to synthesize the given product. (1) Given the product [S:40]1[C:49]2[CH:48]=[C:47]([CH2:50][NH:1][CH:2]3[CH2:3][CH2:4][N:5]([CH2:8][CH:9]4[N:19]5[C:20]6[N:11]([C:12](=[O:22])[CH:13]=[CH:14][C:15]=6[CH:16]=[CH:17][C:18]5=[O:21])[CH2:10]4)[CH2:6][CH2:7]3)[N:46]=[CH:45][C:44]=2[O:43][CH2:42]1, predict the reactants needed to synthesize it. The reactants are: [NH2:1][CH:2]1[CH2:7][CH2:6][N:5]([CH2:8][CH:9]2[N:19]3[C:20]4[N:11]([C:12](=[O:22])[CH:13]=[CH:14][C:15]=4[CH:16]=[CH:17][C:18]3=[O:21])[CH2:10]2)[CH2:4][CH2:3]1.COC1N=C2C(CCC(=O)N2C[C@@H]2CO2)=CC=1.[S:40]1[C:49]2[CH:48]=[C:47]([CH:50]=O)[N:46]=[CH:45][C:44]=2[O:43][CH2:42]C1. (2) Given the product [Cl:1][C:2]1[N:7]=[C:6]([O:13][CH3:12])[C:5]([N+:9]([O-:11])=[O:10])=[CH:4][N:3]=1, predict the reactants needed to synthesize it. The reactants are: [Cl:1][C:2]1[N:7]=[C:6](Cl)[C:5]([N+:9]([O-:11])=[O:10])=[CH:4][N:3]=1.[CH3:12][O-:13].[K+]. (3) Given the product [Cl:14][CH2:15][C:16](=[N:6][C:5]1[C:4]([CH:1]([CH3:3])[CH3:2])=[CH:10][CH:9]=[CH:8][C:7]=1[CH:11]([CH3:13])[CH3:12])[CH3:17], predict the reactants needed to synthesize it. The reactants are: [CH:1]([C:4]1[CH:10]=[CH:9][CH:8]=[C:7]([CH:11]([CH3:13])[CH3:12])[C:5]=1[NH2:6])([CH3:3])[CH3:2].[Cl:14][CH2:15][C:16](=O)[CH3:17]. (4) Given the product [Br:1][C:2]1[C:3]([C:12]([F:13])([F:15])[F:14])=[N:4][N:5]([CH2:23][C:24]2[CH:29]=[CH:28][C:27]([O:30][CH3:31])=[CH:26][CH:25]=2)[C:6]=1[C:7]([O:9][CH2:10][CH3:11])=[O:8], predict the reactants needed to synthesize it. The reactants are: [Br:1][C:2]1[C:3]([C:12]([F:15])([F:14])[F:13])=[N:4][NH:5][C:6]=1[C:7]([O:9][CH2:10][CH3:11])=[O:8].C([O-])([O-])=O.[K+].[K+].Cl[CH2:23][C:24]1[CH:29]=[CH:28][C:27]([O:30][CH3:31])=[CH:26][CH:25]=1.C(OCC)(=O)C. (5) Given the product [F:11][C:12]1[CH:17]=[CH:16][C:15]([CH:18]([C:22]2[CH:23]=[CH:24][C:25]([F:28])=[CH:26][CH:27]=2)[CH2:19][CH2:20][NH:21][C:5](=[O:7])[C:4]2[CH:8]=[CH:9][N:10]=[C:2]([Br:1])[CH:3]=2)=[CH:14][CH:13]=1, predict the reactants needed to synthesize it. The reactants are: [Br:1][C:2]1[CH:3]=[C:4]([CH:8]=[CH:9][N:10]=1)[C:5]([OH:7])=O.[F:11][C:12]1[CH:17]=[CH:16][C:15]([CH:18]([C:22]2[CH:27]=[CH:26][C:25]([F:28])=[CH:24][CH:23]=2)[CH2:19][CH2:20][NH2:21])=[CH:14][CH:13]=1. (6) Given the product [C:5]([O:4][C:1]1[CH:11]=[CH:10][C:9]([Cl:8])=[CH:14][CH:2]=1)(=[O:7])[CH3:6], predict the reactants needed to synthesize it. The reactants are: [C:1]([O:4][C:5](=[O:7])[CH3:6])(=O)[CH3:2].[Cl:8][C:9]1[CH:14]=CC(O)=[CH:11][CH:10]=1.[OH-].[Na+]. (7) Given the product [C:16]([O-:19])([O-:18])=[O:17].[Na+:20].[Na+:20].[CH3:9][CH2:10][CH2:11][CH2:2][OH:1], predict the reactants needed to synthesize it. The reactants are: [OH:1][C:2]1[C:11]2C(=CC=[CH:9][CH:10]=2)OC(=O)C=1.Cl.ON.[C:16](=[O:19])([O-:18])[O-:17].[Na+:20].[Na+].